From a dataset of Forward reaction prediction with 1.9M reactions from USPTO patents (1976-2016). Predict the product of the given reaction. (1) Given the reactants NN1CN=CS1.C(N(CC)CC)C.ClS([N:18]=[C:19]=O)(=O)=O.[F-].[CH2:22]([N+:26](CCCC)([CH2:31]CCC)[CH2:27]CCC)[CH2:23][CH2:24][CH3:25].O1CCCC1, predict the reaction product. The product is: [CH3:27][N:26]([C:22]1[CH:23]=[CH:24][CH:25]=[CH:19][N:18]=1)[CH3:31]. (2) Given the reactants [OH:1][CH:2]1[C:6]2[NH:7][N:8]=[C:9]([C:10]([O:12][CH2:13][CH3:14])=[O:11])[C:5]=2[C@H:4]2[CH2:15][C@@H:3]12.C(=O)([O-])[O-].[Cs+].[Cs+].Br[CH2:23][C:24]([O:26][C:27]([CH3:30])([CH3:29])[CH3:28])=[O:25], predict the reaction product. The product is: [C:27]([O:26][C:24](=[O:25])[CH2:23][N:8]1[C:9]([C:10]([O:12][CH2:13][CH3:14])=[O:11])=[C:5]2[C@H:4]3[CH2:15][C@H:3]3[CH:2]([OH:1])[C:6]2=[N:7]1)([CH3:30])([CH3:29])[CH3:28]. (3) Given the reactants [CH3:1][O:2][C:3]1[CH:12]=[CH:11][C:10]2[NH:9][C:8](=[O:13])[C:7]3[S:14][CH:15]=[CH:16][C:6]=3[C:5]=2[C:4]=1[C:17]1[CH:22]=[CH:21][C:20]([N:23]2[CH2:28][CH2:27][NH:26][CH2:25][CH2:24]2)=[CH:19][CH:18]=1.C(N(CC)C(C)C)(C)C.[CH3:38][S:39](Cl)(=[O:41])=[O:40], predict the reaction product. The product is: [CH3:1][O:2][C:3]1[CH:12]=[CH:11][C:10]2[NH:9][C:8](=[O:13])[C:7]3[S:14][CH:15]=[CH:16][C:6]=3[C:5]=2[C:4]=1[C:17]1[CH:18]=[CH:19][C:20]([N:23]2[CH2:28][CH2:27][N:26]([S:39]([CH3:38])(=[O:41])=[O:40])[CH2:25][CH2:24]2)=[CH:21][CH:22]=1. (4) Given the reactants [C:1]1([CH:7]=[CH:8][NH2:9])[CH:6]=[CH:5][CH:4]=[CH:3][CH:2]=1.[CH3:10][C:11]1[CH:12]=[C:13]([N:18]2[CH2:23][CH2:22][NH:21][CH2:20][CH2:19]2)[CH:14]=[C:15]([CH3:17])[CH:16]=1.[C:24](N1C=CN=C1)(N1C=CN=C1)=[O:25].C1CCN2C(=NCCC2)CC1, predict the reaction product. The product is: [C:1]1([CH:7]=[CH:8][NH:9][C:24]([N:21]2[CH2:20][CH2:19][N:18]([C:13]3[CH:12]=[C:11]([CH3:10])[CH:16]=[C:15]([CH3:17])[CH:14]=3)[CH2:23][CH2:22]2)=[O:25])[CH:6]=[CH:5][CH:4]=[CH:3][CH:2]=1. (5) Given the reactants O[CH2:2][C:3]1[C:11]2[O:10][CH2:9][O:8][C:7]=2[CH:6]=[CH:5][C:4]=1CO.S(Cl)([Cl:16])=O.[CH2:18]([Cl:20])Cl, predict the reaction product. The product is: [Cl:16][CH2:2][C:3]1[C:11]2[O:10][CH2:9][O:8][C:7]=2[CH:6]=[CH:5][C:4]=1[CH2:18][Cl:20]. (6) The product is: [CH2:12]([N:15]([CH2:16][CH2:17][CH3:18])[C:6](=[O:8])[C:5]1[CH:9]=[CH:10][CH:11]=[C:3]([CH:1]=[O:2])[CH:4]=1)[CH2:13][CH3:14]. Given the reactants [CH:1]([C:3]1[CH:4]=[C:5]([CH:9]=[CH:10][CH:11]=1)[C:6]([OH:8])=O)=[O:2].[CH2:12]([NH:15][CH2:16][CH2:17][CH3:18])[CH2:13][CH3:14], predict the reaction product. (7) Given the reactants [C:1]1([C:7]([C:17]2[CH:22]=[CH:21][CH:20]=[CH:19][CH:18]=2)([C:11]2[CH:16]=[CH:15][CH:14]=[CH:13][CH:12]=2)[C:8](O)=[O:9])[CH:6]=[CH:5][CH:4]=[CH:3][CH:2]=1.[NH2:23][CH2:24][CH2:25][CH2:26][N:27]1[CH2:32][CH2:31][CH:30]([C:33]2[CH:34]=[C:35]([NH:39][C:40]([CH:42]3[CH2:44][CH2:43]3)=[O:41])[CH:36]=[CH:37][CH:38]=2)[CH2:29][CH2:28]1, predict the reaction product. The product is: [C:17]1([C:7]([C:1]2[CH:2]=[CH:3][CH:4]=[CH:5][CH:6]=2)([C:11]2[CH:12]=[CH:13][CH:14]=[CH:15][CH:16]=2)[C:8]([NH:23][CH2:24][CH2:25][CH2:26][N:27]2[CH2:32][CH2:31][CH:30]([C:33]3[CH:34]=[C:35]([NH:39][C:40]([CH:42]4[CH2:44][CH2:43]4)=[O:41])[CH:36]=[CH:37][CH:38]=3)[CH2:29][CH2:28]2)=[O:9])[CH:18]=[CH:19][CH:20]=[CH:21][CH:22]=1. (8) Given the reactants [CH2:1]([C:3]1[CH:4]=[C:5]2[C:10](=[CH:11][C:12]=1[OH:13])[O:9][C:8]([C:14]([O:16]C)=[O:15])=[C:7]([C:18]1[CH:23]=[CH:22][C:21]([O:24][CH3:25])=[CH:20][CH:19]=1)[C:6]2=[O:26])[CH3:2].[OH-].[Na+].Cl, predict the reaction product. The product is: [CH2:1]([C:3]1[CH:4]=[C:5]2[C:10](=[CH:11][C:12]=1[OH:13])[O:9][C:8]([C:14]([OH:16])=[O:15])=[C:7]([C:18]1[CH:19]=[CH:20][C:21]([O:24][CH3:25])=[CH:22][CH:23]=1)[C:6]2=[O:26])[CH3:2]. (9) Given the reactants [C:1]([C:5]1[CH:10]=[CH:9][C:8]([S:11]([NH:14][C:15]2[CH:20]=[C:19]([OH:21])[C:18]([CH3:22])=[CH:17][C:16]=2C2(C3C=CC=CC=3)C3C(=CC=CC=3)NC2=O)(=[O:13])=[O:12])=[CH:7][CH:6]=1)([CH3:4])([CH3:3])[CH3:2].C(C1C=CC(S(Cl)(=O)=O)=CC=1)(C)(C)C.NC1C=CC(C)=C(O)C=1, predict the reaction product. The product is: [C:1]([C:5]1[CH:10]=[CH:9][C:8]([S:11]([NH:14][C:15]2[CH:16]=[CH:17][C:18]([CH3:22])=[C:19]([OH:21])[CH:20]=2)(=[O:13])=[O:12])=[CH:7][CH:6]=1)([CH3:4])([CH3:3])[CH3:2].